Dataset: Retrosynthesis with 50K atom-mapped reactions and 10 reaction types from USPTO. Task: Predict the reactants needed to synthesize the given product. Given the product CC(=O)NC[C@H](O)CC(=O)NN, predict the reactants needed to synthesize it. The reactants are: CCOC(=O)C[C@@H](O)CNC(C)=O.NN.